This data is from Catalyst prediction with 721,799 reactions and 888 catalyst types from USPTO. The task is: Predict which catalyst facilitates the given reaction. (1) Reactant: [Cl:1][C:2]1[CH:3]=[C:4]2[C:8](=[C:9]([F:11])[CH:10]=1)[N:7]([CH:12]1[CH2:16][CH2:15][S:14](=[O:18])(=[O:17])[CH2:13]1)[C:6]([CH2:19]O)=[CH:5]2.C(N(CC)CC)C.CS(Cl)(=O)=O.[NH:33]1[C:37]2=[CH:38][N:39]=[CH:40][CH:41]=[C:36]2[C:35]2([CH2:43][CH2:42]2)[C:34]1=[O:44].CC([O-])(C)C.[Na+]. Product: [Cl:1][C:2]1[CH:3]=[C:4]2[C:8](=[C:9]([F:11])[CH:10]=1)[N:7]([CH:12]1[CH2:16][CH2:15][S:14](=[O:18])(=[O:17])[CH2:13]1)[C:6]([CH2:19][N:33]1[C:37]3=[CH:38][N:39]=[CH:40][CH:41]=[C:36]3[C:35]3([CH2:42][CH2:43]3)[C:34]1=[O:44])=[CH:5]2. The catalyst class is: 120. (2) Reactant: [CH2:1]([O:3][CH2:4][C:5](Cl)=O)[CH3:2].[CH2:8]([O:15][C:16]1[CH:17]=[C:18]2[C:23](=[CH:24][CH:25]=1)[N:22]=[CH:21][C:20]([NH2:26])=[C:19]2[NH:27][CH2:28][CH:29]([CH3:31])[CH3:30])[C:9]1[CH:14]=[CH:13][CH:12]=[CH:11][CH:10]=1. Product: [CH2:8]([O:15][C:16]1[CH:25]=[CH:24][C:23]2[N:22]=[CH:21][C:20]3[N:26]=[C:5]([CH2:4][O:3][CH2:1][CH3:2])[N:27]([CH2:28][CH:29]([CH3:31])[CH3:30])[C:19]=3[C:18]=2[CH:17]=1)[C:9]1[CH:10]=[CH:11][CH:12]=[CH:13][CH:14]=1. The catalyst class is: 17. (3) Reactant: C[O:2][C:3]1[N:8]=[C:7]([C:9]2[O:13][C:12]([C:14](=[O:27])[CH2:15][CH2:16][CH2:17][CH2:18][CH2:19][CH2:20][C:21]3[CH:26]=[CH:25][CH:24]=[CH:23][CH:22]=3)=[N:11][CH:10]=2)[CH:6]=[C:5]([O:28]C)[N:4]=1. Product: [C:21]1([CH2:20][CH2:19][CH2:18][CH2:17][CH2:16][CH2:15][C:14]([C:12]2[O:13][C:9]([C:7]3[NH:8][C:3](=[O:2])[NH:4][C:5](=[O:28])[CH:6]=3)=[CH:10][N:11]=2)=[O:27])[CH:26]=[CH:25][CH:24]=[CH:23][CH:22]=1. The catalyst class is: 25. (4) Reactant: [CH3:1][O:2][C:3]1[CH:4]=[CH:5][C:6]([C:13]2[CH:18]=[CH:17][C:16]([N:19]3[C:23](=[O:24])[CH2:22][CH:21]([C:25]([O:27]C)=[O:26])[CH2:20]3)=[CH:15][CH:14]=2)=[C:7]2[C:12]=1[CH:11]=[N:10][CH:9]=[CH:8]2.[OH-].[Na+].CN(C(ON1N=NC2C=CC=CC1=2)=[N+](C)C)C.F[P-](F)(F)(F)(F)F.CCN(CC)CC. Product: [CH3:1][O:2][C:3]1[CH:4]=[CH:5][C:6]([C:13]2[CH:14]=[CH:15][C:16]([N:19]3[C:23](=[O:24])[CH2:22][CH:21]([C:25]([OH:27])=[O:26])[CH2:20]3)=[CH:17][CH:18]=2)=[C:7]2[C:12]=1[CH:11]=[N:10][CH:9]=[CH:8]2. The catalyst class is: 12. (5) Reactant: [Si]([O:8][CH2:9][CH2:10][C:11]1[CH:12]=[N:13][N:14]([C:25]2[CH:30]=[C:29]([C:31]#[N:32])[CH:28]=[CH:27][N:26]=2)[C:15]=1[O:16][CH2:17][C:18]1[CH:23]=[CH:22][C:21]([F:24])=[CH:20][CH:19]=1)(C(C)(C)C)(C)C.Cl.C(OCC)(=O)C.C([O-])(O)=O.[Na+]. Product: [F:24][C:21]1[CH:22]=[CH:23][C:18]([CH2:17][O:16][C:15]2[N:14]([C:25]3[CH:30]=[C:29]([C:31]#[N:32])[CH:28]=[CH:27][N:26]=3)[N:13]=[CH:12][C:11]=2[CH2:10][CH2:9][OH:8])=[CH:19][CH:20]=1. The catalyst class is: 20. (6) Reactant: Cl.[CH3:2][C:3]1[C:11]2[C:6](=[CH:7][CH:8]=[CH:9][CH:10]=2)[NH:5][CH:4]=1.CN(C)C.B. Product: [CH3:2][CH:3]1[C:11]2[C:6](=[CH:7][CH:8]=[CH:9][CH:10]=2)[NH:5][CH2:4]1. The catalyst class is: 12. (7) Reactant: [OH:1][CH2:2][C@@H:3]([N:8]([CH2:24][C:25]1[CH:30]=[CH:29][CH:28]=[CH:27][CH:26]=1)[C:9]([C@H:11]1[CH2:16][O:15][CH2:14][CH2:13][N:12]1[C:17](OC(C)(C)C)=[O:18])=[O:10])C(OC)=O.FC(F)(F)C(O)=O.C(=O)([O-])O.[Na+].C1CCCCC1.C(OCC)(=O)C. Product: [OH:1][CH2:2][C@@H:3]1[C:17](=[O:18])[N:12]2[C@H:11]([CH2:16][O:15][CH2:14][CH2:13]2)[C:9](=[O:10])[N:8]1[CH2:24][C:25]1[CH:30]=[CH:29][CH:28]=[CH:27][CH:26]=1. The catalyst class is: 61.